Task: Regression. Given two drug SMILES strings and cell line genomic features, predict the synergy score measuring deviation from expected non-interaction effect.. Dataset: NCI-60 drug combinations with 297,098 pairs across 59 cell lines Drug 1: C1=C(C(=O)NC(=O)N1)F. Drug 2: CN(C(=O)NC(C=O)C(C(C(CO)O)O)O)N=O. Cell line: HT29. Synergy scores: CSS=35.7, Synergy_ZIP=0.639, Synergy_Bliss=-4.64, Synergy_Loewe=-19.3, Synergy_HSA=-3.28.